This data is from Full USPTO retrosynthesis dataset with 1.9M reactions from patents (1976-2016). The task is: Predict the reactants needed to synthesize the given product. (1) Given the product [NH:15]1[C:23]2[C:18](=[C:19]([C:2]3[CH:10]=[C:9]4[C:5]([CH:6]=[N:7][N:8]4[CH3:11])=[C:4]([N+:12]([O-:14])=[O:13])[CH:3]=3)[CH:20]=[CH:21][CH:22]=2)[CH:17]=[CH:16]1, predict the reactants needed to synthesize it. The reactants are: Br[C:2]1[CH:10]=[C:9]2[C:5]([CH:6]=[N:7][N:8]2[CH3:11])=[C:4]([N+:12]([O-:14])=[O:13])[CH:3]=1.[NH:15]1[C:23]2[C:18](=[C:19](B(O)O)[CH:20]=[CH:21][CH:22]=2)[CH:17]=[CH:16]1.CC(O)C.C(=O)(O)[O-].[Na+]. (2) Given the product [C:19]([C:16]1[CH:15]=[CH:14][C:13]([C:4]2[C:5]([C:7]3[CH:12]=[CH:11][N:10]=[CH:9][CH:8]=3)=[CH:6][NH:2][N:3]=2)=[CH:18][N:17]=1)#[CH:20], predict the reactants needed to synthesize it. The reactants are: C[N:2]1[CH:6]=[C:5]([C:7]2[CH:12]=[CH:11][N:10]=[CH:9][CH:8]=2)[C:4]([C:13]2[CH:14]=[CH:15][C:16]([C:19]#[C:20][Si](C)(C)C)=[N:17][CH:18]=2)=[N:3]1. (3) Given the product [CH2:1]([N:8]1[C:9](=[O:18])[C:10]2[CH:15]=[CH:14][CH:13]=[C:12]([Br:16])[C:11]=2[O:21][CH2:20][CH2:19]1)[C:2]1[CH:7]=[CH:6][CH:5]=[CH:4][CH:3]=1, predict the reactants needed to synthesize it. The reactants are: [CH2:1]([N:8]([CH2:19][CH2:20][OH:21])[C:9](=[O:18])[C:10]1[CH:15]=[CH:14][CH:13]=[C:12]([Br:16])[C:11]=1F)[C:2]1[CH:7]=[CH:6][CH:5]=[CH:4][CH:3]=1.[H-].[Na+].